From a dataset of Forward reaction prediction with 1.9M reactions from USPTO patents (1976-2016). Predict the product of the given reaction. (1) The product is: [C:1]([O-:6])(=[S:5])[CH:2]([CH3:4])[OH:3].[Cu+2:12].[C:1]([O-:6])(=[S:5])[CH:2]([CH3:4])[OH:3]. Given the reactants [C:1]([OH:6])(=[S:5])[CH:2]([CH3:4])[OH:3].O.O.O.O.O.[Cu+2:12], predict the reaction product. (2) Given the reactants [N:1]12[CH2:8][CH2:7][C:4]([C:9]([C:17]3[CH:22]=[CH:21][CH:20]=[CH:19][CH:18]=3)([C:11]3[CH:16]=[CH:15][CH:14]=[CH:13][CH:12]=3)[OH:10])([CH2:5][CH2:6]1)[CH2:3][CH2:2]2.[Br:23][CH2:24][CH2:25][CH2:26][O:27][C:28]1[CH:33]=[CH:32][CH:31]=[CH:30][C:29]=1[Br:34], predict the reaction product. The product is: [Br-:23].[Br:34][C:29]1[CH:30]=[CH:31][CH:32]=[CH:33][C:28]=1[O:27][CH2:26][CH2:25][CH2:24][N+:1]12[CH2:6][CH2:5][C:4]([C:9]([OH:10])([C:17]3[CH:22]=[CH:21][CH:20]=[CH:19][CH:18]=3)[C:11]3[CH:12]=[CH:13][CH:14]=[CH:15][CH:16]=3)([CH2:3][CH2:2]1)[CH2:7][CH2:8]2.